This data is from Reaction yield outcomes from USPTO patents with 853,638 reactions. The task is: Predict the reaction yield, written as a fraction of the theoretical maximum amount of product (1.0 means a 100% yield; for example, 0.34 means a 34% yield). (1) The product is [CH:1]1([C:6]2[NH:7][C:8]3[C:14]([C:15]([NH:19][CH2:20][CH2:21][C:22]4[CH:27]=[CH:26][C:25]([OH:28])=[CH:24][CH:23]=4)=[O:17])=[CH:13][CH:12]=[C:11]([OH:18])[C:9]=3[N:10]=2)[CH2:2][CH2:3][CH2:4][CH2:5]1. The reactants are [CH:1]1([C:6]2[NH:10][C:9]3[C:11]([OH:18])=[CH:12][CH:13]=[C:14]([C:15]([OH:17])=O)[C:8]=3[N:7]=2)[CH2:5][CH2:4][CH2:3][CH2:2]1.[NH2:19][CH2:20][CH2:21][C:22]1[CH:27]=[CH:26][C:25]([OH:28])=[CH:24][CH:23]=1. The yield is 0.270. No catalyst specified. (2) The reactants are [C:1]([NH:8][C@H:9]([C:15]([O:17]C)=O)[CH2:10][CH2:11][C:12](=O)O)([O:3][C:4]([CH3:7])([CH3:6])[CH3:5])=[O:2].CCN=C=N[CH2:24][CH2:25][CH2:26]N(C)C.C1C=CC2N([OH:39])N=NC=2C=1.[Cl-].N(CCC[NH3+])=[N+]=[N-].CC[N:50]([CH:54]([CH3:56])[CH3:55])C(C)C.CN([CH:60]=[O:61])C. No catalyst specified. The product is [C:4]([O:3][C:1]([NH:8][CH:9]([CH2:10][C:11]#[CH:12])[C:15]([NH:50][CH:54]([CH2:55][CH:25]([CH3:26])[CH3:24])[C:56]([O:61][CH3:60])=[O:39])=[O:17])=[O:2])([CH3:5])([CH3:6])[CH3:7]. The yield is 0.670. (3) The yield is 0.770. The catalyst is O1CCOCC1. The reactants are [C:1]1([CH:7]2[CH2:12][CH2:11][CH2:10][CH2:9][C:8]2=[O:13])[CH:6]=[CH:5][CH:4]=[CH:3][CH:2]=1.[C:14](#[N:17])[CH:15]=[CH2:16]. The product is [O:13]=[C:8]1[CH2:9][CH2:10][CH2:11][CH2:12][C:7]1([CH2:16][CH2:15][C:14]#[N:17])[C:1]1[CH:6]=[CH:5][CH:4]=[CH:3][CH:2]=1. (4) The reactants are C(OC([N:8]1[CH2:13][CH2:12][CH:11]([O:14][C:15]2[C:16]([C:38]3[CH:43]=[CH:42][C:41]([F:44])=[CH:40][CH:39]=3)=[C:17]3[C:22](=[CH:23][CH:24]=2)[CH:21]=[N:20][C:19]([NH:25][C:26]2[CH:31]=[C:30]([O:32][CH3:33])[C:29]([O:34][CH3:35])=[C:28]([O:36][CH3:37])[CH:27]=2)=[CH:18]3)[CH2:10][CH2:9]1)=O)(C)(C)C. The catalyst is C(O)C.Cl. The product is [F:44][C:41]1[CH:42]=[CH:43][C:38]([C:16]2[C:15]([O:14][CH:11]3[CH2:10][CH2:9][NH:8][CH2:13][CH2:12]3)=[CH:24][CH:23]=[C:22]3[C:17]=2[CH:18]=[C:19]([NH:25][C:26]2[CH:27]=[C:28]([O:36][CH3:37])[C:29]([O:34][CH3:35])=[C:30]([O:32][CH3:33])[CH:31]=2)[N:20]=[CH:21]3)=[CH:39][CH:40]=1. The yield is 0.850. (5) The reactants are O=C1C2C(=CC=CC=2)C(=O)[N:3]1[C@@H:12]1[C:18](=[O:19])[N:17]2[C@H:20]([C:24]([O:26][C:27]([CH3:30])([CH3:29])[CH3:28])=[O:25])[CH2:21][CH2:22][CH2:23][N:16]2[C:15](=[O:31])[CH2:14][CH2:13]1.NN. The catalyst is C(O)C. The product is [NH2:3][C@@H:12]1[C:18](=[O:19])[N:17]2[C@H:20]([C:24]([O:26][C:27]([CH3:29])([CH3:28])[CH3:30])=[O:25])[CH2:21][CH2:22][CH2:23][N:16]2[C:15](=[O:31])[CH2:14][CH2:13]1. The yield is 0.978.